This data is from NCI-60 drug combinations with 297,098 pairs across 59 cell lines. The task is: Regression. Given two drug SMILES strings and cell line genomic features, predict the synergy score measuring deviation from expected non-interaction effect. (1) Drug 1: C1=C(C(=O)NC(=O)N1)N(CCCl)CCCl. Drug 2: CC1=C(N=C(N=C1N)C(CC(=O)N)NCC(C(=O)N)N)C(=O)NC(C(C2=CN=CN2)OC3C(C(C(C(O3)CO)O)O)OC4C(C(C(C(O4)CO)O)OC(=O)N)O)C(=O)NC(C)C(C(C)C(=O)NC(C(C)O)C(=O)NCCC5=NC(=CS5)C6=NC(=CS6)C(=O)NCCC[S+](C)C)O. Cell line: HCT-15. Synergy scores: CSS=43.7, Synergy_ZIP=-3.83, Synergy_Bliss=3.25, Synergy_Loewe=-4.61, Synergy_HSA=3.50. (2) Drug 1: C1=NC(=NC(=O)N1C2C(C(C(O2)CO)O)O)N. Drug 2: CC1=C(N=C(N=C1N)C(CC(=O)N)NCC(C(=O)N)N)C(=O)NC(C(C2=CN=CN2)OC3C(C(C(C(O3)CO)O)O)OC4C(C(C(C(O4)CO)O)OC(=O)N)O)C(=O)NC(C)C(C(C)C(=O)NC(C(C)O)C(=O)NCCC5=NC(=CS5)C6=NC(=CS6)C(=O)NCCC[S+](C)C)O. Cell line: RXF 393. Synergy scores: CSS=21.4, Synergy_ZIP=-8.19, Synergy_Bliss=-3.95, Synergy_Loewe=-0.352, Synergy_HSA=0.498.